This data is from Forward reaction prediction with 1.9M reactions from USPTO patents (1976-2016). The task is: Predict the product of the given reaction. (1) Given the reactants [CH2:1]([O:3][C:4]([C:6]1[CH:11]=[CH:10][C:9]([C:12]2[CH:17]=[C:16]([NH2:18])[CH:15]=[CH:14][C:13]=2[CH3:19])=[CH:8][CH:7]=1)=[O:5])[CH3:2].C(N(CC)CC)C.[N:27]1([C:33](Cl)=[O:34])[CH2:32][CH2:31][O:30][CH2:29][CH2:28]1, predict the reaction product. The product is: [CH2:1]([O:3][C:4]([C:6]1[CH:7]=[CH:8][C:9]([C:12]2[CH:17]=[C:16]([NH:18][C:33]([N:27]3[CH2:32][CH2:31][O:30][CH2:29][CH2:28]3)=[O:34])[CH:15]=[CH:14][C:13]=2[CH3:19])=[CH:10][CH:11]=1)=[O:5])[CH3:2]. (2) Given the reactants [OH-].[Li+].[CH3:3][C:4]1[N:5]=[N:6][N:7]([CH2:9][C:10]2[CH:15]=[C:14]([C:16]([F:19])([F:18])[F:17])[CH:13]=[CH:12][C:11]=2/[CH:20]=[CH:21]/[C:22]([N:24]2[CH2:29][CH2:28][CH:27]([C:30]([O:32]C)=[O:31])[CH2:26][CH2:25]2)=[O:23])[N:8]=1, predict the reaction product. The product is: [CH3:3][C:4]1[N:5]=[N:6][N:7]([CH2:9][C:10]2[CH:15]=[C:14]([C:16]([F:19])([F:18])[F:17])[CH:13]=[CH:12][C:11]=2/[CH:20]=[CH:21]/[C:22]([N:24]2[CH2:29][CH2:28][CH:27]([C:30]([OH:32])=[O:31])[CH2:26][CH2:25]2)=[O:23])[N:8]=1. (3) The product is: [C:33]([NH:1][C:2]1[CH:3]=[CH:4][C:5]2[N:11]3[N:12]=[C:13]([C:18]4[CH:23]=[CH:22][C:21]([O:24][C:25]5[CH:30]=[CH:29][CH:28]=[CH:27][CH:26]=5)=[CH:20][CH:19]=4)[C:14]([C:15]([NH2:17])=[O:16])=[C:10]3[NH:9][C:8](=[O:31])[CH2:7][C:6]=2[CH:32]=1)(=[O:36])[CH:34]=[CH2:35]. Given the reactants [NH2:1][C:2]1[CH:3]=[CH:4][C:5]2[N:11]3[N:12]=[C:13]([C:18]4[CH:23]=[CH:22][C:21]([O:24][C:25]5[CH:30]=[CH:29][CH:28]=[CH:27][CH:26]=5)=[CH:20][CH:19]=4)[C:14]([C:15]([NH2:17])=[O:16])=[C:10]3[NH:9][C:8](=[O:31])[CH2:7][C:6]=2[CH:32]=1.[C:33](Cl)(=[O:36])[CH:34]=[CH2:35], predict the reaction product. (4) Given the reactants [NH:1]1[C:6](=O)[CH:5]=[CH:4][C:3]2[CH2:8][CH2:9][CH2:10][CH2:11][CH2:12][CH2:13][C:2]1=2.O(Cl)[Cl:15].[P+3], predict the reaction product. The product is: [Cl:15][C:6]1[N:1]=[C:2]2[CH2:13][CH2:12][CH2:11][CH2:10][CH2:9][CH2:8][C:3]2=[CH:4][CH:5]=1. (5) Given the reactants [Cl:1][C:2]1[N:7]=[C:6]([C:8]2[CH:9]=[C:10]([CH:13]=[CH:14][CH:15]=2)[CH:11]=O)[CH:5]=[CH:4][N:3]=1.[C:16]([O:20][C:21]([N:23]1[CH2:28][CH2:27][NH:26][C:25]([CH3:30])([CH3:29])[CH2:24]1)=[O:22])([CH3:19])([CH3:18])[CH3:17], predict the reaction product. The product is: [C:16]([O:20][C:21]([N:23]1[CH2:28][CH2:27][N:26]([CH2:11][C:10]2[CH:13]=[CH:14][CH:15]=[C:8]([C:6]3[CH:5]=[CH:4][N:3]=[C:2]([Cl:1])[N:7]=3)[CH:9]=2)[C:25]([CH3:30])([CH3:29])[CH2:24]1)=[O:22])([CH3:19])([CH3:17])[CH3:18].